Dataset: Forward reaction prediction with 1.9M reactions from USPTO patents (1976-2016). Task: Predict the product of the given reaction. (1) Given the reactants C([NH:3][C:4](=O)[C:5]([O-:7])=S)C.Cl.[NH2:10][CH2:11][C:12]([C:14]1[CH:19]=[CH:18][CH:17]=[CH:16][CH:15]=1)=O.[C:20]([O-])(=O)[CH3:21].[Na+].C(O)(=[O:27])C, predict the reaction product. The product is: [C:14]1([C:12]2[N:3]=[C:4]([C:5]([O:7][CH2:20][CH3:21])=[O:27])[NH:10][CH:11]=2)[CH:19]=[CH:18][CH:17]=[CH:16][CH:15]=1. (2) The product is: [Br:10][C:5]1[CH:6]=[C:7]([OH:8])[CH:2]=[C:3]([Br:12])[CH:4]=1. Given the reactants Br[C:2]1[C:7]([OH:8])=[C:6](Br)[C:5]([Br:10])=[C:4](Br)[C:3]=1[Br:12].[Al+3].[Cl-].[Cl-].[Cl-], predict the reaction product. (3) Given the reactants Br[C:2]1[C:6]2[NH:7][C:8]([C:10]([O:12][CH2:13][CH3:14])=[O:11])=[CH:9][C:5]=2[O:4][CH:3]=1.[Cl:15]C1C2NC(C(OCC)=O)=CC=2SC=1, predict the reaction product. The product is: [Cl:15][C:2]1[C:6]2[NH:7][C:8]([C:10]([O:12][CH2:13][CH3:14])=[O:11])=[CH:9][C:5]=2[O:4][CH:3]=1.